Dataset: Catalyst prediction with 721,799 reactions and 888 catalyst types from USPTO. Task: Predict which catalyst facilitates the given reaction. (1) Reactant: Cl[C:2]1[N:7]=[C:6]([C:8]([O:10][CH3:11])=[O:9])[C:5]([N+:12]([O-:14])=[O:13])=[C:4](Cl)[N:3]=1.N1C(C)=CC=CC=1C.[NH2:24][C:25]1[CH:29]=[C:28]([CH3:30])[NH:27][N:26]=1.[CH:31]1([C:34]([NH:36][C:37]2[CH:42]=[CH:41][C:40]([SH:43])=[CH:39][CH:38]=2)=[O:35])[CH2:33][CH2:32]1. Product: [CH:31]1([C:34]([NH:36][C:37]2[CH:38]=[CH:39][C:40]([S:43][C:2]3[N:7]=[C:6]([C:8]([O:10][CH3:11])=[O:9])[C:5]([N+:12]([O-:14])=[O:13])=[C:4]([NH:24][C:25]4[CH:29]=[C:28]([CH3:30])[NH:27][N:26]=4)[N:3]=3)=[CH:41][CH:42]=2)=[O:35])[CH2:32][CH2:33]1. The catalyst class is: 155. (2) Reactant: Br[C:2]1[CH:3]=[C:4]([CH:7]=[CH:8][C:9]=1[O:10][CH3:11])[C:5]#[N:6].C([Mg]Cl)(C)C.[B:17](OC)([O:20]C)[O:18]C. Product: [C:5]([C:4]1[CH:7]=[CH:8][C:9]([O:10][CH3:11])=[C:2]([B:17]([OH:20])[OH:18])[CH:3]=1)#[N:6]. The catalyst class is: 7. (3) Reactant: [C:1]([O:4][C@H:5]([C:47]1[CH:52]=[CH:51][C:50]([F:53])=[CH:49][CH:48]=1)[CH2:6][CH2:7][C@H:8]1[C:11](=[O:12])[N:10]([C:13]2[CH:18]=[CH:17][C:16]([C:19]#[C:20][CH2:21][O:22]CC3C=CC=CC=3)=[CH:15][CH:14]=2)[C@@H:9]1[C:30]1[CH:35]=[CH:34][C:33]([C:36]#[C:37][CH2:38][O:39]CC2C=CC=CC=2)=[CH:32][CH:31]=1)(=[O:3])[CH3:2].C(OCC)(=O)C. Product: [C:1]([O:4][C@H:5]([C:47]1[CH:52]=[CH:51][C:50]([F:53])=[CH:49][CH:48]=1)[CH2:6][CH2:7][C@H:8]1[C:11](=[O:12])[N:10]([C:13]2[CH:14]=[CH:15][C:16]([CH2:19][CH2:20][CH2:21][OH:22])=[CH:17][CH:18]=2)[C@@H:9]1[C:30]1[CH:31]=[CH:32][C:33]([CH2:36][CH2:37][CH2:38][OH:39])=[CH:34][CH:35]=1)(=[O:3])[CH3:2]. The catalyst class is: 29. (4) Reactant: [Cl-].O[NH3+:3].[C:4](=[O:7])([O-])[OH:5].[Na+].CS(C)=O.[OH:13][CH2:14][CH:15]([CH3:49])[O:16][C:17]1[CH:22]=[CH:21][C:20]([N:23]2[C:28](=[O:29])[C:27]([CH2:30][C:31]3[CH:36]=[CH:35][C:34]([C:37]4[C:38]([C:43]#[N:44])=[CH:39][CH:40]=[CH:41][CH:42]=4)=[CH:33][CH:32]=3)=[C:26]([CH2:45][CH2:46][CH3:47])[N:25]=[C:24]2[CH3:48])=[CH:19][CH:18]=1. Product: [OH:13][CH2:14][CH:15]([CH3:49])[O:16][C:17]1[CH:22]=[CH:21][C:20]([N:23]2[C:28](=[O:29])[C:27]([CH2:30][C:31]3[CH:36]=[CH:35][C:34]([C:37]4[CH:42]=[CH:41][CH:40]=[CH:39][C:38]=4[C:43]4[NH:3][C:4](=[O:7])[O:5][N:44]=4)=[CH:33][CH:32]=3)=[C:26]([CH2:45][CH2:46][CH3:47])[N:25]=[C:24]2[CH3:48])=[CH:19][CH:18]=1. The catalyst class is: 69.